This data is from Forward reaction prediction with 1.9M reactions from USPTO patents (1976-2016). The task is: Predict the product of the given reaction. (1) Given the reactants CS(O[CH2:6][C:7]1[O:11][N:10]=[C:9]([C:12]2[CH:17]=[CH:16][C:15]([CH3:18])=[C:14]([NH:19][C:20]([C:22]3[N:26]4[CH:27]=[CH:28][CH:29]=[CH:30][C:25]4=[N:24][CH:23]=3)=[O:21])[CH:13]=2)[N:8]=1)(=O)=O.CCN(C(C)C)C(C)C.[NH:40]1[CH2:45][CH2:44][O:43][CH2:42][CH2:41]1, predict the reaction product. The product is: [CH3:18][C:15]1[CH:16]=[CH:17][C:12]([C:9]2[N:8]=[C:7]([CH2:6][N:40]3[CH2:45][CH2:44][O:43][CH2:42][CH2:41]3)[O:11][N:10]=2)=[CH:13][C:14]=1[NH:19][C:20]([C:22]1[N:26]2[CH:27]=[CH:28][CH:29]=[CH:30][C:25]2=[N:24][CH:23]=1)=[O:21]. (2) Given the reactants [N:1]1[N:5]2[C:9](=[O:10])[C:4]3[N:5]([N:1]=[CH:2][CH:3]=3)[C:9](=[O:10])[C:4]2=[CH:3][CH:2]=1.[CH3:15][NH:16][C:17]1[CH:22]=[CH:21][CH:20]=[CH:19][CH:18]=1.CCO.CCCC(C)C, predict the reaction product. The product is: [CH3:15][N:16]([C:17]1[CH:22]=[CH:21][CH:20]=[CH:19][CH:18]=1)[C:9]([C:4]1[CH:3]=[CH:2][NH:1][N:5]=1)=[O:10].